This data is from Catalyst prediction with 721,799 reactions and 888 catalyst types from USPTO. The task is: Predict which catalyst facilitates the given reaction. (1) Reactant: [NH2:1][N:2]1[CH2:7][CH2:6][N:5]([CH3:8])[CH2:4][CH2:3]1.ClC1C=CC([CH:16]([C:46]2[CH:51]=[CH:50][C:49]([Cl:52])=[CH:48][CH:47]=2)[N:17]2[CH2:20][C:19](=[C:21]([S:42]([CH3:45])(=[O:44])=[O:43])[C:22]3[CH:27]=[CH:26][CH:25]=[C:24](C(OC4C(F)=C(F)C(F)=C(F)C=4F)=O)[CH:23]=3)[CH2:18]2)=CC=1.[C:53](OCC)(=[O:55])C. Product: [Cl:52][C:49]1[CH:48]=[CH:47][C:46]([CH2:16][N:17]2[CH2:18][C:19](=[C:21]([S:42]([CH3:45])(=[O:43])=[O:44])[C:22]3[CH:27]=[CH:26][CH:25]=[CH:24][C:23]=3[C:53](=[O:55])[NH:1][N:2]3[CH2:7][CH2:6][N:5]([CH3:8])[CH2:4][CH2:3]3)[CH2:20]2)=[CH:51][CH:50]=1. The catalyst class is: 9. (2) Reactant: P([O-])([O-])([O-])=O.[K+].[K+].[K+].Cl[C:10]1[N:15]=[CH:14][C:13]2[O:16][C:17]3[C:22]([C@@:23]4([CH2:28][CH2:27][O:26][C:25]([NH2:29])=[N:24]4)[C:12]=2[CH:11]=1)=[CH:21][C:20]([NH2:30])=[CH:19][CH:18]=3.[O:31]1[CH2:36][CH2:35][CH:34]=[C:33](B2OC(C)(C)C(C)(C)O2)[CH2:32]1. Product: [O:31]1[CH2:36][CH2:35][CH:34]=[C:33]([C:10]2[N:15]=[CH:14][C:13]3[O:16][C:17]4[C:22]([C@@:23]5([CH2:28][CH2:27][O:26][C:25]([NH2:29])=[N:24]5)[C:12]=3[CH:11]=2)=[CH:21][C:20]([NH2:30])=[CH:19][CH:18]=4)[CH2:32]1. The catalyst class is: 38.